Dataset: Forward reaction prediction with 1.9M reactions from USPTO patents (1976-2016). Task: Predict the product of the given reaction. (1) The product is: [Cl:1]/[CH:2]=[CH:3]\[CH:7]1[CH2:12][CH2:11][CH2:10][CH2:9][CH2:8]1. Given the reactants [Cl:1]/[CH:2]=[CH:3]\Cl.C([CH:7]1[CH2:12][CH2:11][CH2:10][CH2:9][CH2:8]1)=C, predict the reaction product. (2) Given the reactants [NH2:1][C:2]1[CH:7]=[CH:6][C:5]([O:8][C:9]2[CH:14]=[C:13]([CH3:15])[C:12]([NH:16][C:17]([O:19][C:20]([CH3:23])([CH3:22])[CH3:21])=[O:18])=[C:11]([CH3:24])[CH:10]=2)=[CH:4][C:3]=1[N:25]([CH3:33])[C:26](=[O:32])[O:27][C:28]([CH3:31])([CH3:30])[CH3:29].[O:34]=[C:35]1[NH:39][C:38](=[O:40])[CH:37]([CH2:41][C:42]2[CH:52]=[CH:51][C:45]([O:46][CH2:47][C:48](O)=[O:49])=[CH:44][CH:43]=2)[S:36]1.C(P(=O)(OCC)OCC)#N.C(N(CC)CC)C, predict the reaction product. The product is: [C:20]([O:19][C:17]([NH:16][C:12]1[C:13]([CH3:15])=[CH:14][C:9]([O:8][C:5]2[CH:6]=[CH:7][C:2]([NH:1][C:48](=[O:49])[CH2:47][O:46][C:45]3[CH:44]=[CH:43][C:42]([CH2:41][CH:37]4[S:36][C:35](=[O:34])[NH:39][C:38]4=[O:40])=[CH:52][CH:51]=3)=[C:3]([N:25]([CH3:33])[C:26](=[O:32])[O:27][C:28]([CH3:31])([CH3:30])[CH3:29])[CH:4]=2)=[CH:10][C:11]=1[CH3:24])=[O:18])([CH3:22])([CH3:23])[CH3:21]. (3) Given the reactants [Ca:1].[Cl-].[Ca+2].[Cl-].[C:5]([O-:17])(=[O:16])[CH2:6][C:7]([CH2:12][C:13]([O-:15])=[O:14])([C:9]([O-:11])=[O:10])[OH:8].[Mg+2].[C:19]([O-:31])(=[O:30])[CH2:20][C:21]([CH2:26][C:27]([O-:29])=[O:28])([C:23]([O-:25])=[O:24])[OH:22].[Mg+2].[Mg+2], predict the reaction product. The product is: [C:5]([O-:17])(=[O:16])[CH2:6][C:7]([CH2:12][C:13]([O-:15])=[O:14])([C:9]([O-:11])=[O:10])[OH:8].[Ca+2:1].[C:19]([O-:31])(=[O:30])[CH2:20][C:21]([CH2:26][C:27]([O-:29])=[O:28])([C:23]([O-:25])=[O:24])[OH:22].[Ca+2:1].[Ca+2:1]. (4) Given the reactants NO.CC[N:5]([CH2:8][CH3:9])[CH2:6]C.[C:10]1([CH3:20])[CH:15]=[CH:14][C:13]([S:16](Cl)(=[O:18])=[O:17])=[CH:12][CH:11]=1.CS(Cl)(=O)=O.[Na+].[Cl-], predict the reaction product. The product is: [CH3:11][C:10]([C@:8]1([CH3:9])[CH2:6][N:5]1[S:16]([C:13]1[CH:14]=[CH:15][C:10]([CH3:20])=[CH:11][CH:12]=1)(=[O:18])=[O:17])([CH3:20])[CH3:15]. (5) Given the reactants [O:1]=[C:2]1[N:8]2[CH2:9][C@@H:4]([CH2:5][CH2:6][C@H:7]2[C:10]([NH:12][O:13][C@H:14]2[CH2:18][CH2:17][NH:16][CH2:15]2)=[O:11])[N:3]1[O:19]S(O)(=O)=O.C(OC(OC(O[C:34]1[CH:39]=[CH:38][C:37]([N+]([O-])=O)=[CH:36][CH:35]=1)=O)C)(=O)C.[CH2:43]([N:45](CC)CC)C.[CH3:50]N(C)C=O, predict the reaction product. The product is: [CH2:50]([O:19][N:3]1[C:2](=[O:1])[N:8]2[CH2:9][C@H:4]1[CH2:5][CH2:6][C@H:7]2[C:10]([NH:12][O:13][CH2:14][C:18]1[N:45]([CH3:43])[CH:15]=[N:16][CH:17]=1)=[O:11])[C:34]1[CH:35]=[CH:36][CH:37]=[CH:38][CH:39]=1. (6) Given the reactants [C:1]([NH:9][C@@H:10]([CH2:15][CH2:16][CH2:17][CH2:18][NH:19][C:20]([O:22]C(C)(C)C)=O)[C:11]([O:13][CH3:14])=[O:12])(=[O:8])[C:2]1[CH:7]=[CH:6][CH:5]=[CH:4][CH:3]=1.Cl.O1CCOCC1.[C:34]([O:38][C:39]([NH:41][CH2:42]C(O)=O)=[O:40])([CH3:37])([CH3:36])[CH3:35].C1CN([P+](Br)(N2CCCC2)N2CCCC2)CC1.F[P-](F)(F)(F)(F)F.CCN(C(C)C)C(C)C, predict the reaction product. The product is: [C:1]([NH:9][C@@H:10]([CH2:15][CH2:16][CH2:17][CH2:18][NH:19][C:20](=[O:22])[CH2:42][NH:41][C:39]([O:38][C:34]([CH3:37])([CH3:36])[CH3:35])=[O:40])[C:11]([O:13][CH3:14])=[O:12])(=[O:8])[C:2]1[CH:3]=[CH:4][CH:5]=[CH:6][CH:7]=1.